From a dataset of Full USPTO retrosynthesis dataset with 1.9M reactions from patents (1976-2016). Predict the reactants needed to synthesize the given product. (1) Given the product [CH3:1][C:2]1([C:5]2[NH:13][C:8]3=[N+:9]([O-:19])[CH:10]=[CH:11][CH:12]=[C:7]3[CH:6]=2)[CH2:4][CH2:3]1, predict the reactants needed to synthesize it. The reactants are: [CH3:1][C:2]1([C:5]2[NH:13][C:8]3=[N:9][CH:10]=[CH:11][CH:12]=[C:7]3[CH:6]=2)[CH2:4][CH2:3]1.ClC1C=C(C=CC=1)C(OO)=[O:19].S(S([O-])=O)([O-])(=O)=O.[Na+].[Na+].ClCCl. (2) Given the product [CH2:34]([N:33]([CH2:32][C:27]1[CH:26]=[C:25]([NH:24][C:9](=[O:10])[C:8]([C:3]2[NH:4][C:5]([CH3:7])=[CH:6][C:2]=2[CH3:1])=[C:12]2[C:20]3[C:15](=[CH:16][CH:17]=[CH:18][CH:19]=3)[NH:14][C:13]2=[O:21])[CH:30]=[CH:29][C:28]=1[OH:31])[CH2:36][CH3:37])[CH3:35], predict the reactants needed to synthesize it. The reactants are: [CH3:1][C:2]1[CH:6]=[C:5]([CH3:7])[NH:4][C:3]=1[C:8](=[C:12]1[C:20]2[C:15](=[CH:16][CH:17]=[CH:18][CH:19]=2)[NH:14][C:13]1=[O:21])[C:9](O)=[O:10].Cl.Cl.[NH2:24][C:25]1[CH:26]=[C:27]([CH2:32][N:33]([CH2:36][CH3:37])[CH2:34][CH3:35])[C:28]([OH:31])=[CH:29][CH:30]=1. (3) Given the product [OH:33][CH2:32][C:35]1[C:36](=[O:53])[N:37]([CH2:49][CH:50]([CH3:51])[CH3:52])[N:38]=[C:39]([C:41]2[CH:46]=[CH:45][C:44]([S:47][CH3:48])=[CH:43][CH:42]=2)[CH:40]=1, predict the reactants needed to synthesize it. The reactants are: FC1C=C(F)C=CC=1C1C=C(CN2C(=O)C3=CC=CC=C3C2=O)C(=O)N(CC(C)C)N=1.[C:32]([C:35]1[C:36](=[O:53])[N:37]([CH2:49][CH:50]([CH3:52])[CH3:51])[N:38]=[C:39]([C:41]2[CH:46]=[CH:45][C:44]([S:47][CH3:48])=[CH:43][CH:42]=2)[CH:40]=1)(O)=[O:33]. (4) The reactants are: [C:1]1([C@H:7]([NH:9][C@@:10]2([C:20]([OH:22])=[O:21])[CH2:15][C@H:14]([OH:16])[CH:13]3[CH:11]2[C@H:12]3[C:17]([OH:19])=[O:18])[CH3:8])[CH:6]=[CH:5][CH:4]=[CH:3][CH:2]=1.[C:23](Cl)(=O)[CH3:24].[CH2:27](O)[CH3:28]. Given the product [C:1]1([C@H:7]([NH:9][C@@:10]2([C:20]([O:22][CH2:23][CH3:24])=[O:21])[CH2:15][C@H:14]([OH:16])[CH:13]3[CH:11]2[C@H:12]3[C:17]([O:19][CH2:27][CH3:28])=[O:18])[CH3:8])[CH:6]=[CH:5][CH:4]=[CH:3][CH:2]=1, predict the reactants needed to synthesize it. (5) Given the product [CH2:18]([O:17][C:14]1[CH:15]=[CH:16][C:11](/[CH:10]=[C:7]2/[C:8](=[O:9])[N:4]([CH2:3][CH2:2][NH:1][C:28](=[O:30])[CH3:29])[C:5](=[O:20])[S:6]/2)=[CH:12][CH:13]=1)[CH3:19], predict the reactants needed to synthesize it. The reactants are: [NH2:1][CH2:2][CH2:3][N:4]1[C:8](=[O:9])/[C:7](=[CH:10]/[C:11]2[CH:16]=[CH:15][C:14]([O:17][CH2:18][CH3:19])=[CH:13][CH:12]=2)/[S:6][C:5]1=[O:20].C(N(CC)CC)C.[C:28](OC(=O)C)(=[O:30])[CH3:29]. (6) Given the product [F:1][C:2]1[CH:31]=[CH:30][CH:29]=[CH:28][C:3]=1[CH2:4][C:5]1[C:6]2[CH2:27][N:26]([CH3:32])[CH2:25][CH2:24][C:7]=2[N:8]=[C:9]([NH:11][C:12]2[CH:13]=[CH:14][C:15]([N:18]3[CH:22]=[CH:21][N:20]=[C:19]3[CH3:23])=[CH:16][CH:17]=2)[N:10]=1, predict the reactants needed to synthesize it. The reactants are: [F:1][C:2]1[CH:31]=[CH:30][CH:29]=[CH:28][C:3]=1[CH2:4][C:5]1[C:6]2[CH2:27][NH:26][CH2:25][CH2:24][C:7]=2[N:8]=[C:9]([NH:11][C:12]2[CH:17]=[CH:16][C:15]([N:18]3[CH:22]=[CH:21][N:20]=[C:19]3[CH3:23])=[CH:14][CH:13]=2)[N:10]=1.[CH2:32]=O. (7) The reactants are: C[O:2][C:3]1[CH:8]=[CH:7][C:6]([NH:9][C:10](=[O:12])[CH3:11])=[CH:5][C:4]=1[C:13]1[N:14]([CH3:18])[N:15]=[CH:16][CH:17]=1.B(Br)(Br)Br. Given the product [OH:2][C:3]1[CH:8]=[CH:7][C:6]([NH:9][C:10](=[O:12])[CH3:11])=[CH:5][C:4]=1[C:13]1[N:14]([CH3:18])[N:15]=[CH:16][CH:17]=1, predict the reactants needed to synthesize it. (8) Given the product [C:1]([C:5]1[C:13]2[C:8](=[CH:9][C:10]([NH2:18])=[C:11]([C:14]([F:15])([F:16])[F:17])[CH:12]=2)[NH:7][CH:6]=1)([CH3:4])([CH3:2])[CH3:3], predict the reactants needed to synthesize it. The reactants are: [C:1]([C:5]1[C:13]2[C:8](=[CH:9][C:10]([N+:18]([O-])=O)=[C:11]([C:14]([F:17])([F:16])[F:15])[CH:12]=2)[NH:7][CH:6]=1)([CH3:4])([CH3:3])[CH3:2].O.O.Cl[Sn]Cl.C(O)C. (9) Given the product [Br:1][C:2]1[C:11]2[C:6](=[CH:7][CH:8]=[CH:9][CH:10]=2)[C:5](=[O:12])[O:4][C:3]=1[CH:13]([O:15][Si:25]([C:21]([CH3:24])([CH3:23])[CH3:22])([CH3:27])[CH3:26])[CH3:14], predict the reactants needed to synthesize it. The reactants are: [Br:1][C:2]1[C:11]2[C:6](=[CH:7][CH:8]=[CH:9][CH:10]=2)[C:5](=[O:12])[O:4][C:3]=1[CH:13]([OH:15])[CH3:14].N1C=CN=C1.[C:21]([Si:25](Cl)([CH3:27])[CH3:26])([CH3:24])([CH3:23])[CH3:22]. (10) Given the product [NH2:20][C:4]1[N:16]([CH3:15])[N:7]=[CH:6][C:5]=1[C:8]#[N:9], predict the reactants needed to synthesize it. The reactants are: C(O[CH:4]=[C:5]([C:8]#[N:9])[C:6]#[N:7])C.S(O)(O)(=O)=O.[CH3:15][NH:16]N.C([N:20](CC)CC)C.